Dataset: Forward reaction prediction with 1.9M reactions from USPTO patents (1976-2016). Task: Predict the product of the given reaction. (1) Given the reactants [C:1]([O:5][C:6](=[O:27])[CH2:7][N:8]1[C:16]2[C:11](=[CH:12][C:13]([O:17][CH2:18][C:19]3C=CC=CC=3)=[CH:14][CH:15]=2)[C:10]([C:25]#[N:26])=[N:9]1)([CH3:4])([CH3:3])[CH3:2], predict the reaction product. The product is: [C:25]([C:10]1[C:11]2[C:16](=[CH:15][CH:14]=[C:13]([O:17][CH2:18][C:19]3[N:9]=[CH:10][CH:11]=[CH:16][N:8]=3)[CH:12]=2)[N:8]([CH2:7][C:6]([O:5][C:1]([CH3:3])([CH3:2])[CH3:4])=[O:27])[N:9]=1)#[N:26]. (2) The product is: [CH3:2][O:3][C:4]1[CH:5]=[C:6]([C:12]2[C:13]([CH3:25])([CH3:24])[C:14](=[O:23])[N:15]([CH:17]3[CH2:22][CH2:21][N:20]([S:36]([C:32]4[CH:31]=[C:30]5[C:35](=[CH:34][CH:33]=4)[N:27]([CH3:26])[CH:28]=[CH:29]5)(=[O:37])=[O:38])[CH2:19][CH2:18]3)[N:16]=2)[CH:7]=[CH:8][C:9]=1[O:10][CH3:11]. Given the reactants Cl.[CH3:2][O:3][C:4]1[CH:5]=[C:6]([C:12]2[C:13]([CH3:25])([CH3:24])[C:14](=[O:23])[N:15]([CH:17]3[CH2:22][CH2:21][NH:20][CH2:19][CH2:18]3)[N:16]=2)[CH:7]=[CH:8][C:9]=1[O:10][CH3:11].[CH3:26][N:27]1[C:35]2[C:30](=[CH:31][C:32]([S:36](Cl)(=[O:38])=[O:37])=[CH:33][CH:34]=2)[CH:29]=[CH:28]1, predict the reaction product. (3) The product is: [CH2:31]([O:33][C:34](=[O:35])[O:17][CH2:16][C@:12]12[O:15][C@:8]([C:5]3[CH:6]=[CH:7][C:2]([Cl:1])=[C:3]([CH2:21][C:22]4[CH:23]=[CH:24][C:25]([O:28][CH2:29][CH3:30])=[CH:26][CH:27]=4)[CH:4]=3)([O:14][CH2:13]1)[C@H:9]([OH:20])[C@@H:10]([OH:19])[C@@H:11]2[OH:18])[CH3:32]. Given the reactants [Cl:1][C:2]1[CH:7]=[CH:6][C:5]([C@@:8]23[O:15][C@@:12]([CH2:16][OH:17])([CH2:13][O:14]2)[C@@H:11]([OH:18])[C@H:10]([OH:19])[C@H:9]3[OH:20])=[CH:4][C:3]=1[CH2:21][C:22]1[CH:27]=[CH:26][C:25]([O:28][CH2:29][CH3:30])=[CH:24][CH:23]=1.[CH2:31]([O:33][C:34](Cl)=[O:35])[CH3:32], predict the reaction product. (4) Given the reactants Cl.Cl.[NH2:3][CH:4]([C:16]1[CH:21]=[CH:20][CH:19]=[CH:18][CH:17]=1)[C:5]([O:7][C@@H:8]1[CH:13]2[CH2:14][CH2:15][N:10]([CH2:11][CH2:12]2)[CH2:9]1)=[O:6].C(N(CC)CC)C.[Cl:29][C:30]1[CH:35]=[CH:34][C:33]([S:36](Cl)(=[O:38])=[O:37])=[CH:32][CH:31]=1, predict the reaction product. The product is: [Cl:29][C:30]1[CH:35]=[CH:34][C:33]([S:36]([NH:3][CH:4]([C:16]2[CH:21]=[CH:20][CH:19]=[CH:18][CH:17]=2)[C:5]([O:7][C@@H:8]2[CH:13]3[CH2:12][CH2:11][N:10]([CH2:15][CH2:14]3)[CH2:9]2)=[O:6])(=[O:38])=[O:37])=[CH:32][CH:31]=1.